Dataset: CYP2C19 inhibition data for predicting drug metabolism from PubChem BioAssay. Task: Regression/Classification. Given a drug SMILES string, predict its absorption, distribution, metabolism, or excretion properties. Task type varies by dataset: regression for continuous measurements (e.g., permeability, clearance, half-life) or binary classification for categorical outcomes (e.g., BBB penetration, CYP inhibition). Dataset: cyp2c19_veith. The compound is O=C(O)c1ccc([N+]2=Cn3c(nc4ccccc43)C2)cc1. The result is 0 (non-inhibitor).